This data is from NCI-60 drug combinations with 297,098 pairs across 59 cell lines. The task is: Regression. Given two drug SMILES strings and cell line genomic features, predict the synergy score measuring deviation from expected non-interaction effect. Drug 1: CC(C1=C(C=CC(=C1Cl)F)Cl)OC2=C(N=CC(=C2)C3=CN(N=C3)C4CCNCC4)N. Drug 2: C1C(C(OC1N2C=C(C(=O)NC2=O)F)CO)O. Cell line: HS 578T. Synergy scores: CSS=5.40, Synergy_ZIP=-6.69, Synergy_Bliss=-14.2, Synergy_Loewe=-29.2, Synergy_HSA=-18.2.